Dataset: Reaction yield outcomes from USPTO patents with 853,638 reactions. Task: Predict the reaction yield, written as a fraction of the theoretical maximum amount of product (1.0 means a 100% yield; for example, 0.34 means a 34% yield). (1) The reactants are [Cl:1][C:2]1[CH:7]=[CH:6][CH:5]=[C:4]([Cl:8])[C:3]=1[C:9]1[C:13]([CH2:14]O)=[C:12]([CH:16]([CH3:18])[CH3:17])[O:11][N:10]=1.S(Cl)([Cl:21])=O. The catalyst is ClC(Cl)C. The product is [Cl:21][CH2:14][C:13]1[C:9]([C:3]2[C:2]([Cl:1])=[CH:7][CH:6]=[CH:5][C:4]=2[Cl:8])=[N:10][O:11][C:12]=1[CH:16]([CH3:18])[CH3:17]. The yield is 0.950. (2) The reactants are [F:1][C:2]1[CH:21]=[CH:20][C:5]([CH2:6][NH:7][C:8]2[CH:13]=[CH:12][C:11]([NH2:14])=[C:10]([N:15]3[CH2:19][CH2:18][CH2:17][CH2:16]3)[N:9]=2)=[CH:4][CH:3]=1.[F:22][C:23]1[CH:24]=[C:25]([CH2:33][C:34](O)=[O:35])[CH:26]=[CH:27][C:28]=1[C:29]([F:32])([F:31])[F:30].C1C=NC2N(O)N=NC=2C=1.CCN=C=NCCCN(C)C.Cl. The catalyst is C(Cl)Cl.O. The product is [F:1][C:2]1[CH:21]=[CH:20][C:5]([CH2:6][NH:7][C:8]2[N:9]=[C:10]([N:15]3[CH2:16][CH2:17][CH2:18][CH2:19]3)[C:11]([NH:14][C:34](=[O:35])[CH2:33][C:25]3[CH:26]=[CH:27][C:28]([C:29]([F:30])([F:31])[F:32])=[C:23]([F:22])[CH:24]=3)=[CH:12][CH:13]=2)=[CH:4][CH:3]=1. The yield is 0.280. (3) The reactants are O=[C:2]1[CH2:8][O:7][CH2:6][CH2:5][N:4]([C:9]([O:11][C:12]([CH3:15])([CH3:14])[CH3:13])=[O:10])[CH2:3]1.[NH:16]([C:18]([O:20][CH2:21][C:22]1[CH:27]=[CH:26][CH:25]=[CH:24][CH:23]=1)=[O:19])[NH2:17].C([BH3-])#N.[Na+].C1(C)C=CC(S(O)(=O)=O)=CC=1. The catalyst is O1CCCC1. The product is [CH2:21]([O:20][C:18]([NH:16][NH:17][CH:2]1[CH2:8][O:7][CH2:6][CH2:5][N:4]([C:9]([O:11][C:12]([CH3:15])([CH3:14])[CH3:13])=[O:10])[CH2:3]1)=[O:19])[C:22]1[CH:27]=[CH:26][CH:25]=[CH:24][CH:23]=1. The yield is 0.890. (4) The reactants are C([O:8][CH2:9][CH2:10][CH2:11][N:12]1[CH2:17][CH2:16][NH:15][C@@H:14]([CH3:18])[C:13]1=[O:19])C1C=CC=CC=1. The catalyst is CO.[Pd]. The product is [OH:8][CH2:9][CH2:10][CH2:11][N:12]1[CH2:17][CH2:16][NH:15][C@@H:14]([CH3:18])[C:13]1=[O:19]. The yield is 0.990. (5) The reactants are Cl[C:2]1[CH:7]=[CH:6][NH:5][C:4](=[O:8])[C:3]=1[N+:9]([O-:11])=[O:10].[CH3:12][NH:13][CH3:14]. The catalyst is C1COCC1. The product is [CH3:12][N:13]([CH3:14])[C:2]1[CH:7]=[CH:6][NH:5][C:4](=[O:8])[C:3]=1[N+:9]([O-:11])=[O:10]. The yield is 0.940.